From a dataset of Peptide-MHC class II binding affinity with 134,281 pairs from IEDB. Regression. Given a peptide amino acid sequence and an MHC pseudo amino acid sequence, predict their binding affinity value. This is MHC class II binding data. The peptide sequence is VDGIIAAYQNPASWK. The MHC is DRB4_0101 with pseudo-sequence DRB4_0103. The binding affinity (normalized) is 0.632.